Dataset: Catalyst prediction with 721,799 reactions and 888 catalyst types from USPTO. Task: Predict which catalyst facilitates the given reaction. Reactant: Cl.[CH:2]1([C:5]2[CH:6]=[C:7]([CH:13]=[C:14]([O:22]COC)[C:15]=2[N:16]2[CH2:21][CH2:20][CH2:19][CH2:18][CH2:17]2)[C:8]([O:10][CH2:11][CH3:12])=[O:9])[CH2:4][CH2:3]1. Product: [CH:2]1([C:5]2[CH:6]=[C:7]([CH:13]=[C:14]([OH:22])[C:15]=2[N:16]2[CH2:17][CH2:18][CH2:19][CH2:20][CH2:21]2)[C:8]([O:10][CH2:11][CH3:12])=[O:9])[CH2:4][CH2:3]1. The catalyst class is: 8.